Dataset: Full USPTO retrosynthesis dataset with 1.9M reactions from patents (1976-2016). Task: Predict the reactants needed to synthesize the given product. (1) Given the product [CH3:22][C:15]1([CH3:23])[C:16]2[C:21]3=[C:20]([N:10]([CH2:9][C@@H:8]([OH:25])[C@H:7]([OH:26])[C@H:5]([OH:6])[CH2:4][OH:3])[C:11](=[O:24])[N:12]3[CH2:13][CH2:14]1)[CH:19]=[CH:18][CH:17]=2, predict the reactants needed to synthesize it. The reactants are: CC1(C)[O:6][C@@H:5]([C@@H:7]([OH:26])[C@H:8]([OH:25])[CH2:9][N:10]2[C:20]3=[C:21]4[C:16](=[CH:17][CH:18]=[CH:19]3)[C:15]([CH3:23])([CH3:22])[CH2:14][CH2:13][N:12]4[C:11]2=[O:24])[CH2:4][O:3]1. (2) Given the product [C:33]1([C:37]2[CH:38]=[CH:39][CH:40]=[CH:41][CH:42]=2)[CH:34]=[CH:35][CH:36]=[C:31]([CH:9]2[NH:8][CH2:13][CH2:12][N:11]3[N:14]=[C:15]([C:17]4[CH:22]=[CH:21][C:20]([N:23]5[CH:27]=[C:26]([CH3:28])[N:25]=[CH:24]5)=[C:19]([O:29][CH3:30])[N:18]=4)[N:16]=[C:10]23)[CH:32]=1, predict the reactants needed to synthesize it. The reactants are: C([N:8]1[CH2:13][CH2:12][N:11]2[N:14]=[C:15]([C:17]3[CH:22]=[CH:21][C:20]([N:23]4[CH:27]=[C:26]([CH3:28])[N:25]=[CH:24]4)=[C:19]([O:29][CH3:30])[N:18]=3)[N:16]=[C:10]2[CH:9]1[C:31]1[CH:32]=[C:33]([C:37]2[CH:42]=[CH:41][CH:40]=[CH:39][CH:38]=2)[CH:34]=[CH:35][CH:36]=1)C1C=CC=CC=1.C(O)(=O)C.[H][H].C(OCC)(=O)C.